Dataset: Reaction yield outcomes from USPTO patents with 853,638 reactions. Task: Predict the reaction yield, written as a fraction of the theoretical maximum amount of product (1.0 means a 100% yield; for example, 0.34 means a 34% yield). (1) The yield is 0.0300. The product is [F:1][C:2]1[C:10]([O:11][CH2:12][C:13]2[S:14][C:15]3[CH:21]=[CH:20][C:19]([C:22]4[CH:27]=[CH:26][C:25]([OH:28])=[CH:24][CH:23]=4)=[CH:18][C:16]=3[N:17]=2)=[CH:9][CH:8]=[C:7]([F:30])[C:3]=1[C:4]([NH2:6])=[O:5]. The catalyst is C(Cl)Cl. The reactants are [F:1][C:2]1[C:10]([O:11][CH2:12][C:13]2[S:14][C:15]3[CH:21]=[CH:20][C:19]([C:22]4[CH:27]=[CH:26][C:25]([O:28]C)=[CH:24][CH:23]=4)=[CH:18][C:16]=3[N:17]=2)=[CH:9][CH:8]=[C:7]([F:30])[C:3]=1[C:4]([NH2:6])=[O:5].B(Br)(Br)Br. (2) The reactants are [CH3:1][N:2]1[C:11]2[C:6](=[CH:7][CH:8]=[CH:9][CH:10]=2)[CH2:5][CH2:4][CH2:3]1.[S:12]([Cl:16])(=O)(=[O:14])[OH:13]. The catalyst is ClCCl.O. The product is [CH3:1][N:2]1[C:11]2[C:6](=[CH:7][CH:8]=[C:9]([S:12]([Cl:16])(=[O:14])=[O:13])[CH:10]=2)[CH2:5][CH2:4][CH2:3]1. The yield is 0.0800. (3) The reactants are [Cl:1][C:2]1[CH:7]=[CH:6][C:5]([S:8]([C:11]2[N:16]=[C:15]([CH2:17][C:18]3[CH:23]=[C:22]([F:24])[CH:21]=[CH:20][C:19]=3[F:25])[C:14]([CH2:26][NH:27][S:28]([C:31]3[CH:36]=[CH:35][CH:34]=[C:33]([C:37]#[N:38])[CH:32]=3)(=[O:30])=[O:29])=[CH:13][CH:12]=2)(=[O:10])=[O:9])=[CH:4][CH:3]=1.CO.[C:41]1(P(C2C=CC=CC=2)C2C=CC=CC=2)C=CC=CC=1.N(C(OC(C)C)=O)=NC(OC(C)C)=O. The catalyst is CCCCCC.O1CCCC1. The product is [Cl:1][C:2]1[CH:7]=[CH:6][C:5]([S:8]([C:11]2[N:16]=[C:15]([CH2:17][C:18]3[CH:23]=[C:22]([F:24])[CH:21]=[CH:20][C:19]=3[F:25])[C:14]([CH2:26][N:27]([CH3:41])[S:28]([C:31]3[CH:36]=[CH:35][CH:34]=[C:33]([C:37]#[N:38])[CH:32]=3)(=[O:30])=[O:29])=[CH:13][CH:12]=2)(=[O:10])=[O:9])=[CH:4][CH:3]=1. The yield is 0.580.